From a dataset of Reaction yield outcomes from USPTO patents with 853,638 reactions. Predict the reaction yield, written as a fraction of the theoretical maximum amount of product (1.0 means a 100% yield; for example, 0.34 means a 34% yield). (1) The reactants are CS(C)=O.[NH:5]1[CH:9]=[CH:8][N:7]=[CH:6]1.Br[C:11]1[CH:16]=[CH:15][CH:14]=[CH:13][C:12]=1[O:17][CH3:18].[OH-].[K+]. The catalyst is C(OC(=O)C)C. The product is [N:5]1([C:11]2[CH:16]=[CH:15][CH:14]=[CH:13][C:12]=2[O:17][CH3:18])[CH:9]=[CH:8][N:7]=[CH:6]1. The yield is 0.500. (2) The catalyst is CN(C=O)C.CCOC(C)=O.CCOCC. The reactants are Cl.Cl[CH2:3][C:4]1[N:5]=[CH:6][S:7][CH:8]=1.C([O-])(O)=O.[Na+].[C:14]([C:16]1[CH:17]=[C:18]2[C:26](=[CH:27][CH:28]=1)[NH:25][C:24]1[CH2:23][CH2:22][CH:21]([NH:29][C:30](=[O:34])[CH:31]([CH3:33])[CH3:32])[CH2:20][C:19]2=1)#[N:15].[H-].[Na+]. The yield is 0.730. The product is [C:14]([C:16]1[CH:17]=[C:18]2[C:26](=[CH:27][CH:28]=1)[N:25]([CH2:3][C:4]1[N:5]=[CH:6][S:7][CH:8]=1)[C:24]1[CH2:23][CH2:22][CH:21]([NH:29][C:30](=[O:34])[CH:31]([CH3:32])[CH3:33])[CH2:20][C:19]2=1)#[N:15]. (3) The reactants are [NH2:1][C:2]1[CH:7]=[CH:6][C:5]([C:8]2[C:12]([C:13]3[CH:18]=[CH:17][N:16]=[C:15]4[N:19](S(C5C=CC=CC=5)(=O)=O)[C:20]([C:22]5[CH:23]=[N:24][C:25]([N:28]6[CH2:33][CH2:32][N:31]([C:34]([O:36][C:37]([CH3:40])([CH3:39])[CH3:38])=[O:35])[CH2:30][CH2:29]6)=[N:26][CH:27]=5)=[CH:21][C:14]=34)=[CH:11][N:10]([CH3:50])[N:9]=2)=[CH:4][CH:3]=1.[OH-].[Na+]. The yield is 0.990. The catalyst is CO. The product is [NH2:1][C:2]1[CH:3]=[CH:4][C:5]([C:8]2[C:12]([C:13]3[CH:18]=[CH:17][N:16]=[C:15]4[NH:19][C:20]([C:22]5[CH:27]=[N:26][C:25]([N:28]6[CH2:29][CH2:30][N:31]([C:34]([O:36][C:37]([CH3:39])([CH3:38])[CH3:40])=[O:35])[CH2:32][CH2:33]6)=[N:24][CH:23]=5)=[CH:21][C:14]=34)=[CH:11][N:10]([CH3:50])[N:9]=2)=[CH:6][CH:7]=1. (4) The reactants are [CH3:1][C:2]1[CH:6]=[CH:5][S:4][C:3]=1[CH2:7][NH:8][C:9]1[S:10][CH2:11][C:12](=[O:14])[N:13]=1.C(O[Na])(C)=O.[CH:20]([C:22]1[N:23]=[C:24]2[C:29](=[CH:30][CH:31]=1)[N:28]=[CH:27][C:26]([C:32]#[N:33])=[CH:25]2)=O. The catalyst is CC(O)=O. The product is [CH3:1][C:2]1[CH:6]=[CH:5][S:4][C:3]=1[CH2:7][NH:8][C:9]1[S:10][C:11](=[CH:20][C:22]2[N:23]=[C:24]3[C:29](=[CH:30][CH:31]=2)[N:28]=[CH:27][C:26]([C:32]#[N:33])=[CH:25]3)[C:12](=[O:14])[N:13]=1. The yield is 0.358. (5) The reactants are [F:1][C:2]1[CH:3]=[C:4]([C:30]2[C:31]([C:36]#[N:37])=[CH:32][CH:33]=[CH:34][CH:35]=2)[CH:5]=[CH:6][C:7]=1[CH2:8][C:9]1[C:10](=[O:29])[N:11]([C@H:22]2[CH2:27][CH2:26][C@H:25]([OH:28])[CH2:24][CH2:23]2)[C:12]2[N:13]([N:18]=[C:19]([CH3:21])[N:20]=2)[C:14]=1[CH2:15][CH2:16][CH3:17].C(O[C:41](=O)[CH:42](C)[CH2:43][N+:44]#N)C.[OH-:48].[Na+].Cl. The catalyst is O1CCCC1.CO.C([O-])(=O)C.[Rh+].C1(C)C=CC=CC=1. The product is [C:36]([C:31]1[CH:32]=[CH:33][CH:34]=[CH:35][C:30]=1[C:4]1[CH:5]=[CH:6][C:7]([CH2:8][C:9]2[C:10](=[O:29])[N:11]([C@H:22]3[CH2:23][CH2:24][C@H:25]([O:28][CH:42]([CH3:41])[C:43]([NH2:44])=[O:48])[CH2:26][CH2:27]3)[C:12]3[N:13]([N:18]=[C:19]([CH3:21])[N:20]=3)[C:14]=2[CH2:15][CH2:16][CH3:17])=[C:2]([F:1])[CH:3]=1)#[N:37]. The yield is 0.650. (6) The reactants are [F:1][C:2]([F:14])([F:13])[C:3]1[C:4]([C:9]([O:11]C)=[O:10])=[N:5][CH:6]=[CH:7][N:8]=1.[OH-].[K+]. The catalyst is C(O)C.O. The product is [F:14][C:2]([F:1])([F:13])[C:3]1[C:4]([C:9]([OH:11])=[O:10])=[N:5][CH:6]=[CH:7][N:8]=1. The yield is 0.630. (7) The reactants are [C:1]([C:5]1[CH:10]=[CH:9][C:8]([C:11]2[N:15]([CH3:16])[N:14]=[C:13]([C:17](=[N:19][NH:20][C:21]([C:23]3[S:27][C:26]([C:28]([O:30]C)=[O:29])=[CH:25][CH:24]=3)=[O:22])[CH3:18])[C:12]=2[OH:32])=[CH:7][CH:6]=1)([CH3:4])([CH3:3])[CH3:2].[OH-].[Na+].Cl. The catalyst is CO. The product is [C:1]([C:5]1[CH:10]=[CH:9][C:8]([C:11]2[N:15]([CH3:16])[N:14]=[C:13]([C:17](=[N:19][NH:20][C:21]([C:23]3[S:27][C:26]([C:28]([OH:30])=[O:29])=[CH:25][CH:24]=3)=[O:22])[CH3:18])[C:12]=2[OH:32])=[CH:7][CH:6]=1)([CH3:2])([CH3:3])[CH3:4]. The yield is 0.400. (8) The reactants are [C:1]([C:3]1[CH:4]=[CH:5][C:6](F)=[C:7]([CH:21]=1)[C:8]([NH:10][C:11]1[CH:16]=[CH:15][CH:14]=[C:13]([S:17](=[O:20])(=[O:19])[NH2:18])[CH:12]=1)=[O:9])#[N:2].[Cl:23][C:24]1[CH:29]=[C:28]([F:30])[CH:27]=[CH:26][C:25]=1[OH:31].C([O-])([O-])=O.[Cs+].[Cs+]. The catalyst is CN1C(=O)CCC1. The product is [Cl:23][C:24]1[CH:29]=[C:28]([F:30])[CH:27]=[CH:26][C:25]=1[O:31][C:6]1[CH:5]=[CH:4][C:3]([C:1]#[N:2])=[CH:21][C:7]=1[C:8]([NH:10][C:11]1[CH:16]=[CH:15][CH:14]=[C:13]([S:17](=[O:20])(=[O:19])[NH2:18])[CH:12]=1)=[O:9]. The yield is 0.130. (9) The reactants are Br[C:2]1[CH:3]=[C:4]2[C:8](=[CH:9][CH:10]=1)[NH:7][C:6]([C:11]1[CH:16]=[CH:15][CH:14]=[CH:13][C:12]=1[O:17][CH3:18])=[CH:5]2.[B:19]1([B:19]2[O:23][C:22]([CH3:25])([CH3:24])[C:21]([CH3:27])([CH3:26])[O:20]2)[O:23][C:22]([CH3:25])([CH3:24])[C:21]([CH3:27])([CH3:26])[O:20]1.C([O-])(=O)C.[K+].C(OCC)(=O)C.CCCCCC. The catalyst is CS(C)=O. The product is [CH3:18][O:17][C:12]1[CH:13]=[CH:14][CH:15]=[CH:16][C:11]=1[C:6]1[NH:7][C:8]2[C:4]([CH:5]=1)=[CH:3][C:2]([B:19]1[O:23][C:22]([CH3:25])([CH3:24])[C:21]([CH3:27])([CH3:26])[O:20]1)=[CH:10][CH:9]=2. The yield is 0.480. (10) The reactants are [CH2:1]([CH2:11]/[C:12](/[CH3:21])=[CH:13]/[CH2:14][CH2:15]/[C:16](/[CH3:20])=[CH:17]/[CH2:18][OH:19])/[CH:2]=[C:3](/[CH2:5][CH2:6][CH:7]=[C:8]([CH3:10])[CH3:9])\[CH3:4].[C:22](N1C=CN=C1)(N1C=CN=C1)=[O:23].[CH3:34][N:35]1[CH2:40][CH2:39][NH:38][CH2:37][CH2:36]1. The catalyst is C(Cl)Cl.CN(C1C=CN=CC=1)C. The product is [CH3:34][N:35]1[CH2:40][CH2:39][N:38]([C:22]([O:19][CH2:18][CH:17]=[C:16]([CH3:20])[CH2:15][CH2:14][CH:13]=[C:12]([CH3:21])[CH2:11][CH2:1][CH:2]=[C:3]([CH3:4])[CH2:5][CH2:6][CH:7]=[C:8]([CH3:10])[CH3:9])=[O:23])[CH2:37][CH2:36]1. The yield is 0.880.